This data is from Peptide-MHC class I binding affinity with 185,985 pairs from IEDB/IMGT. The task is: Regression. Given a peptide amino acid sequence and an MHC pseudo amino acid sequence, predict their binding affinity value. This is MHC class I binding data. (1) The peptide sequence is EEMATKADY. The MHC is HLA-B27:05 with pseudo-sequence HLA-B27:05. The binding affinity (normalized) is 0.0847. (2) The peptide sequence is GALYLGHSA. The MHC is HLA-A02:06 with pseudo-sequence HLA-A02:06. The binding affinity (normalized) is 0.383. (3) The peptide sequence is AYQPTRWFI. The MHC is HLA-A01:01 with pseudo-sequence HLA-A01:01. The binding affinity (normalized) is 0.0847. (4) The peptide sequence is GTEYRLTLY. The MHC is HLA-A02:16 with pseudo-sequence HLA-A02:16. The binding affinity (normalized) is 0.0847. (5) The peptide sequence is VEIFKHLVF. The MHC is HLA-A26:01 with pseudo-sequence HLA-A26:01. The binding affinity (normalized) is 0.0847. (6) The peptide sequence is FYSEESPTEY. The MHC is HLA-A32:01 with pseudo-sequence HLA-A32:01. The binding affinity (normalized) is 0. (7) The peptide sequence is LLYDLSTTA. The MHC is HLA-A02:01 with pseudo-sequence HLA-A02:01. The binding affinity (normalized) is 0.652.